This data is from Reaction yield outcomes from USPTO patents with 853,638 reactions. The task is: Predict the reaction yield, written as a fraction of the theoretical maximum amount of product (1.0 means a 100% yield; for example, 0.34 means a 34% yield). The yield is 0.840. The reactants are N1C=CN=C1.C1(P(C2C=CC=CC=2)C2C=CC=CC=2)C=CC=CC=1.[Br:25]Br.[CH2:27]([C@@:31]1([CH2:54][CH3:55])[NH:37][C@H:36]([C:38]2[CH:43]=[CH:42][CH:41]=[CH:40][CH:39]=2)[C:35]2[CH:44]=[C:45]([O:50][CH3:51])[C:46]([CH2:48]O)=[CH:47][C:34]=2[S:33](=[O:53])(=[O:52])[CH2:32]1)[CH2:28][CH2:29][CH3:30].[O-]S([O-])=O.[Na+].[Na+]. The product is [Br:25][CH2:48][C:46]1[C:45]([O:50][CH3:51])=[CH:44][C:35]2[C@@H:36]([C:38]3[CH:43]=[CH:42][CH:41]=[CH:40][CH:39]=3)[NH:37][C@@:31]([CH2:27][CH2:28][CH2:29][CH3:30])([CH2:54][CH3:55])[CH2:32][S:33](=[O:52])(=[O:53])[C:34]=2[CH:47]=1. The catalyst is C(Cl)Cl.